Dataset: Full USPTO retrosynthesis dataset with 1.9M reactions from patents (1976-2016). Task: Predict the reactants needed to synthesize the given product. The reactants are: [CH3:1][C:2]1[CH:7]=[CH:6][C:5]([S:8]([NH:11][C:12]2[CH:16]=[CH:15][S:14][C:13]=2[C:17]([O:19]C)=[O:18])(=[O:10])=[O:9])=[CH:4][CH:3]=1.[OH-].[Na+].CO. Given the product [CH3:1][C:2]1[CH:7]=[CH:6][C:5]([S:8]([NH:11][C:12]2[CH:16]=[CH:15][S:14][C:13]=2[C:17]([OH:19])=[O:18])(=[O:9])=[O:10])=[CH:4][CH:3]=1, predict the reactants needed to synthesize it.